This data is from TCR-epitope binding with 47,182 pairs between 192 epitopes and 23,139 TCRs. The task is: Binary Classification. Given a T-cell receptor sequence (or CDR3 region) and an epitope sequence, predict whether binding occurs between them. (1) The epitope is HLVDFQVTI. The TCR CDR3 sequence is CASGLGLNTEAFF. Result: 1 (the TCR binds to the epitope). (2) The epitope is EILDITPCSF. The TCR CDR3 sequence is CASSQDRGGNEKLFF. Result: 1 (the TCR binds to the epitope). (3) The epitope is SLYNTVATL. The TCR CDR3 sequence is CASSPTRSYGYTF. Result: 0 (the TCR does not bind to the epitope). (4) The epitope is FLPRVFSAV. The TCR CDR3 sequence is CASSLGGGWGDTQYF. Result: 1 (the TCR binds to the epitope). (5) The epitope is IIKDYGKQM. The TCR CDR3 sequence is CASSYTDTTGELFF. Result: 0 (the TCR does not bind to the epitope). (6) The epitope is FRYMNSQGL. The TCR CDR3 sequence is CASSLTGNTEAFF. Result: 0 (the TCR does not bind to the epitope). (7) The epitope is ILHCANFNV. The TCR CDR3 sequence is CASSLQGGRAREQYF. Result: 0 (the TCR does not bind to the epitope).